Dataset: Full USPTO retrosynthesis dataset with 1.9M reactions from patents (1976-2016). Task: Predict the reactants needed to synthesize the given product. (1) Given the product [C:16]([O:15][C:13]([N:10]1[C:11]2[C:7](=[CH:6][CH:5]=[C:4]([Cl:3])[CH:12]=2)[CH:8]=[CH:9]1)=[O:14])([CH3:19])([CH3:18])[CH3:17], predict the reactants needed to synthesize it. The reactants are: [H-].[Na+].[Cl:3][C:4]1[CH:12]=[C:11]2[C:7]([CH:8]=[CH:9][NH:10]2)=[CH:6][CH:5]=1.[C:13](O[C:13]([O:15][C:16]([CH3:19])([CH3:18])[CH3:17])=[O:14])([O:15][C:16]([CH3:19])([CH3:18])[CH3:17])=[O:14]. (2) Given the product [F:21][C:2]([F:1])([F:22])[C:3]1[CH:8]=[CH:7][C:6]([C:9]2[CH:10]=[CH:11][C:12]3[N:13]([C:15]([C:18]4[O:19][N:26]=[C:25]([C:27]5[S:28][C:29]([S:32]([NH2:33])(=[O:35])=[O:34])=[CH:30][CH:31]=5)[N:24]=4)=[CH:16][N:17]=3)[CH:14]=2)=[CH:5][CH:4]=1, predict the reactants needed to synthesize it. The reactants are: [F:1][C:2]([F:22])([F:21])[C:3]1[CH:8]=[CH:7][C:6]([C:9]2[CH:10]=[CH:11][C:12]3[N:13]([C:15]([C:18](O)=[O:19])=[CH:16][N:17]=3)[CH:14]=2)=[CH:5][CH:4]=1.O[NH:24][C:25]([C:27]1[S:28][C:29]([S:32](=[O:35])(=[O:34])[NH2:33])=[CH:30][CH:31]=1)=[NH:26]. (3) Given the product [C:32]([C:36]1[CH:37]=[CH:38][C:39]([CH2:40][O:29][C:24]2[CH:25]=[CH:26][CH:27]=[CH:28][C:23]=2/[CH:22]=[CH:21]/[CH:8]([CH2:7][C:6]2[CH:5]=[CH:4][C:3]([C:1]#[N:2])=[CH:31][CH:30]=2)[CH2:9][CH2:10][C:11]2[CH:20]=[CH:19][C:14]([C:15]([O:17][CH3:18])=[O:16])=[CH:13][CH:12]=2)=[CH:42][CH:43]=1)([CH3:35])([CH3:33])[CH3:34], predict the reactants needed to synthesize it. The reactants are: [C:1]([C:3]1[CH:31]=[CH:30][C:6]([CH2:7][CH:8](/[CH:21]=[CH:22]/[C:23]2[CH:28]=[CH:27][CH:26]=[CH:25][C:24]=2[OH:29])[CH2:9][CH2:10][C:11]2[CH:20]=[CH:19][C:14]([C:15]([O:17][CH3:18])=[O:16])=[CH:13][CH:12]=2)=[CH:5][CH:4]=1)#[N:2].[C:32]([C:36]1[CH:43]=[CH:42][C:39]([CH2:40]Br)=[CH:38][CH:37]=1)([CH3:35])([CH3:34])[CH3:33].C(=O)([O-])[O-].[K+].[K+]. (4) Given the product [O:56]1[C:60]2[CH:61]=[CH:62][CH:63]=[CH:64][C:59]=2[CH:58]=[C:57]1[C:65]1[CH:66]=[CH:67][CH:71]=[CH:72][C:73]=1[C:14]([NH:16][CH2:17][CH2:18][CH:19]1[CH2:24][CH2:23][N:22]([C:25]2[CH:30]=[CH:29][N:28]=[CH:27][CH:26]=2)[CH2:21][CH2:20]1)=[O:15], predict the reactants needed to synthesize it. The reactants are: ClC1C2N=C(C3C=C(C=CC=3)[C:14]([NH:16][CH2:17][CH2:18][CH:19]3[CH2:24][CH2:23][N:22]([C:25]4[CH:30]=[CH:29][N:28]=[CH:27][CH:26]=4)[CH2:21][CH2:20]3)=[O:15])SC=2C=CC=1.FC(F)(F)C(O)=O.N1(C2C=CN=CC=2)CCC(CCN)CC1.[O:56]1[C:60]2[CH:61]=[CH:62][CH:63]=[CH:64][C:59]=2[CH:58]=[C:57]1[C:65]1[CH:66]=[C:67]([CH:71]=[CH:72][CH:73]=1)C(O)=O.